Task: Predict the reaction yield, written as a fraction of the theoretical maximum amount of product (1.0 means a 100% yield; for example, 0.34 means a 34% yield).. Dataset: Reaction yield outcomes from USPTO patents with 853,638 reactions (1) The reactants are [NH2:1][C:2]1[CH:24]=[CH:23][C:5]2[N:6]([C:17]3[CH:22]=[CH:21][CH:20]=[CH:19][N:18]=3)[C:7](/[CH:9]=[CH:10]/[C:11]3[CH:16]=[CH:15][CH:14]=[CH:13][CH:12]=3)=[N:8][C:4]=2[CH:3]=1.[CH3:25][S:26](Cl)(=[O:28])=[O:27]. The catalyst is ClCCl.N1C=CC=CC=1. The product is [CH3:25][S:26]([NH:1][C:2]1[CH:24]=[CH:23][C:5]2[N:6]([C:17]3[CH:22]=[CH:21][CH:20]=[CH:19][N:18]=3)[C:7](/[CH:9]=[CH:10]/[C:11]3[CH:16]=[CH:15][CH:14]=[CH:13][CH:12]=3)=[N:8][C:4]=2[CH:3]=1)(=[O:28])=[O:27]. The yield is 0.340. (2) The reactants are C(O)(=O)C.[OH-].[Na+].[NH2:7][C:8]1[C:17]([CH3:18])=[CH:16][CH:15]=[CH:14][C:9]=1[C:10]([NH:12][CH3:13])=[O:11].[Br:19]Br. The catalyst is O. The product is [NH2:7][C:8]1[C:17]([CH3:18])=[CH:16][C:15]([Br:19])=[CH:14][C:9]=1[C:10]([NH:12][CH3:13])=[O:11]. The yield is 0.897. (3) The product is [CH:1]([C:4]1[S:5][C:6]([C:9]2[CH:10]=[C:11]([CH:12]=[CH:13][CH:14]=2)[NH2:15])=[N:7][N:8]=1)([CH3:3])[CH3:2]. The catalyst is C(O)C.[Zn]. The reactants are [CH:1]([C:4]1[S:5][C:6]([C:9]2[CH:14]=[CH:13][CH:12]=[C:11]([N+:15]([O-])=O)[CH:10]=2)=[N:7][N:8]=1)([CH3:3])[CH3:2].[Cl-].[NH4+]. The yield is 0.930. (4) The reactants are CO[C:3]([C:5]1[CH:10]=[N:9][CH:8]=[CH:7][N:6]=1)=[NH:4].[C:11]([OH:16])(=[O:15])[C:12]([OH:14])=[O:13].[CH2:17]([NH:19][NH2:20])[CH3:18]. The catalyst is N1C=CC=CC=1. The product is [C:11]([OH:16])(=[O:15])[C:12]([OH:14])=[O:13].[CH2:17]([NH:19][NH:20][C:3]([C:5]1[CH:10]=[N:9][CH:8]=[CH:7][N:6]=1)=[NH:4])[CH3:18]. The yield is 0.880.